From a dataset of Acute oral toxicity (LD50) regression data from Zhu et al.. Regression/Classification. Given a drug SMILES string, predict its toxicity properties. Task type varies by dataset: regression for continuous values (e.g., LD50, hERG inhibition percentage) or binary classification for toxic/non-toxic outcomes (e.g., AMES mutagenicity, cardiotoxicity, hepatotoxicity). Dataset: ld50_zhu. (1) The drug is CCNC(=O)Nc1ncc([N+](=O)[O-])s1. The rat oral LD50 is 2.00, given as -log10 of the dose in mol/kg body weight (higher means more acutely toxic). (2) The molecule is CCCc1cc(=O)[nH]c(=S)[nH]1. The rat oral LD50 is 1.93, given as -log10 of the dose in mol/kg body weight (higher means more acutely toxic). (3) The compound is CN(C)c1ccc(N)cc1. The rat oral LD50 is 3.44, given as -log10 of the dose in mol/kg body weight (higher means more acutely toxic).